This data is from Forward reaction prediction with 1.9M reactions from USPTO patents (1976-2016). The task is: Predict the product of the given reaction. (1) Given the reactants [I:1][C:2]1[CH:7]=[CH:6][C:5]([C:8](=[O:17])[CH:9]=[CH:10][C:11]2[CH:16]=[CH:15][CH:14]=[CH:13][CH:12]=2)=[CH:4][CH:3]=1.[C:18](#[N:22])[CH2:19][C:20]#[N:21], predict the reaction product. The product is: [I:1][C:2]1[CH:3]=[CH:4][C:5]([C:8](=[O:17])[CH2:9][CH:10]([CH:19]([C:18]#[N:22])[C:20]#[N:21])[C:11]2[CH:12]=[CH:13][CH:14]=[CH:15][CH:16]=2)=[CH:6][CH:7]=1. (2) Given the reactants C1C2C(COC([N:18]3[CH2:23][C@@H:22]([C:24](=[O:44])[N:25]([CH:41]4[CH2:43][CH2:42]4)[CH2:26][C:27]4[C:35]5[C:30](=[CH:31][CH:32]=[CH:33][CH:34]=5)[N:29]([CH2:36][CH2:37][CH2:38][O:39][CH3:40])[CH:28]=4)[CH2:21][C@@H:20]([NH2:45])[CH2:19]3)=O)C3C(=CC=CC=3)C=2C=CC=1.ClC(Cl)C.[CH2:50]([N:57]=[C:58]=[O:59])[C:51]1[CH:56]=[CH:55][CH:54]=[CH:53][CH:52]=1, predict the reaction product. The product is: [CH:41]1([N:25]([CH2:26][C:27]2[C:35]3[C:30](=[CH:31][CH:32]=[CH:33][CH:34]=3)[N:29]([CH2:36][CH2:37][CH2:38][O:39][CH3:40])[CH:28]=2)[C:24]([C@H:22]2[CH2:21][C@@H:20]([NH:45][C:58]([NH:57][CH2:50][C:51]3[CH:56]=[CH:55][CH:54]=[CH:53][CH:52]=3)=[O:59])[CH2:19][NH:18][CH2:23]2)=[O:44])[CH2:43][CH2:42]1. (3) The product is: [C:24]([C:14]1[C:13](=[O:26])[O:12][C:10]2[C:6]([C:15]=1[C:16]1[CH:21]=[CH:20][CH:19]=[C:18]([O:22][CH3:23])[CH:17]=1)=[CH:7][CH:8]=[C:3]([O:2][CH3:1])[CH:11]=2)#[N:25]. Given the reactants [CH3:1][O:2][C:3]1C=C(O)[CH:6]=[CH:7][CH:8]=1.[CH2:10]([O:12][C:13](=[O:26])[C:14]([C:24]#[N:25])=[CH:15][C:16]1[CH:21]=[CH:20][CH:19]=[C:18]([O:22][CH3:23])[CH:17]=1)[CH3:11], predict the reaction product. (4) Given the reactants C(=O)([O-])[O-].[K+].[K+].[CH3:7][O:8][C:9](=[O:14])[CH2:10][CH2:11][CH2:12][NH2:13].[CH3:15][O:16][C:17](=[O:22])[C@H:18](Br)[CH2:19][CH3:20], predict the reaction product. The product is: [CH3:7][O:8][C:9](=[O:14])[CH2:10][CH2:11][CH2:12][NH:13][CH:18]([C:17]([O:16][CH3:15])=[O:22])[CH2:19][CH3:20]. (5) Given the reactants [CH2:1]([C:3]1[N:4]([CH2:14][C:15]2[CH:20]=[CH:19][CH:18]=[CH:17][CH:16]=2)[C:5]2[C:10]([CH:11]=1)=[C:9]([O:12]C)[CH:8]=[CH:7][CH:6]=2)[CH3:2].B(Br)(Br)Br.C(Cl)Cl, predict the reaction product. The product is: [CH2:1]([C:3]1[N:4]([CH2:14][C:15]2[CH:20]=[CH:19][CH:18]=[CH:17][CH:16]=2)[C:5]2[C:10]([CH:11]=1)=[C:9]([OH:12])[CH:8]=[CH:7][CH:6]=2)[CH3:2]. (6) Given the reactants [N+:1]([C:4]1[CH:10]=[CH:9][C:7]([NH2:8])=[CH:6][CH:5]=1)([O-:3])=[O:2].[Cl:11][CH2:12][C:13](Cl)=[O:14], predict the reaction product. The product is: [Cl:11][CH2:12][C:13]([NH:8][C:7]1[CH:9]=[CH:10][C:4]([N+:1]([O-:3])=[O:2])=[CH:5][CH:6]=1)=[O:14]. (7) Given the reactants [C:1]([N:8]1[CH2:11][C:10](=[O:12])[CH2:9]1)([O:3][C:4]([CH3:7])([CH3:6])[CH3:5])=[O:2].[CH3:13][Mg]Cl, predict the reaction product. The product is: [C:4]([O:3][C:1]([N:8]1[CH2:11][C:10]([OH:12])([CH3:13])[CH2:9]1)=[O:2])([CH3:7])([CH3:6])[CH3:5].